Dataset: Reaction yield outcomes from USPTO patents with 853,638 reactions. Task: Predict the reaction yield, written as a fraction of the theoretical maximum amount of product (1.0 means a 100% yield; for example, 0.34 means a 34% yield). (1) The reactants are C(O)C.[BH4-].[Na+].[Cl-].[Ca+2].[Cl-].[CH:9]([N:12]([CH:57]([CH3:59])[CH3:58])[C:13]([C:15]1[CH:16]=[C:17]2[C:22](=[CH:23][CH:24]=1)[CH:21]=[C:20]([C:25]([OH:56])([C:32]1[N:33]=[CH:34][N:35]([C:37]([C:50]3[CH:55]=[CH:54][CH:53]=[CH:52][CH:51]=3)([C:44]3[CH:49]=[CH:48][CH:47]=[CH:46][CH:45]=3)[C:38]3[CH:43]=[CH:42][CH:41]=[CH:40][CH:39]=3)[CH:36]=1)[CH2:26][C:27](OCC)=[O:28])[CH:19]=[CH:18]2)=[O:14])([CH3:11])[CH3:10]. The catalyst is O.C1COCC1. The product is [OH:56][C:25]([C:20]1[CH:21]=[C:22]2[C:17](=[CH:18][CH:19]=1)[CH:16]=[C:15]([C:13]([N:12]([CH:57]([CH3:59])[CH3:58])[CH:9]([CH3:10])[CH3:11])=[O:14])[CH:24]=[CH:23]2)([C:32]1[N:33]=[CH:34][N:35]([C:37]([C:44]2[CH:49]=[CH:48][CH:47]=[CH:46][CH:45]=2)([C:50]2[CH:51]=[CH:52][CH:53]=[CH:54][CH:55]=2)[C:38]2[CH:43]=[CH:42][CH:41]=[CH:40][CH:39]=2)[CH:36]=1)[CH2:26][CH2:27][OH:28]. The yield is 0.900. (2) The reactants are [Cl:1][C:2]1[CH:3]=[C:4]([CH:8]=[C:9]([O:11][C:12]([F:15])([F:14])[F:13])[CH:10]=1)[C:5](O)=[O:6].B.C1COCC1. The catalyst is C1COCC1. The product is [Cl:1][C:2]1[CH:3]=[C:4]([CH:8]=[C:9]([O:11][C:12]([F:13])([F:14])[F:15])[CH:10]=1)[CH2:5][OH:6]. The yield is 1.00. (3) The reactants are Br.[NH2:2][C:3]1[C:4]([OH:18])=[C:5]([C:9]2[CH:14]=[CH:13][CH:12]=[C:11]([C:15]([OH:17])=[O:16])[CH:10]=2)[CH:6]=[CH:7][CH:8]=1.[N:19]([O-])=O.[Na+].[CH3:23][C:24]1[CH2:25][C:26](=[O:39])[N:27]([C:29]2[CH:30]=[C:31]3[C:35](=[CH:36][CH:37]=2)[CH2:34][CH2:33][CH:32]3[CH3:38])[N:28]=1.C(=O)(O)[O-].[Na+]. The catalyst is Cl.C(O)C. The product is [OH:18][C:4]1[C:3]([NH:2][N:19]=[C:25]2[C:26](=[O:39])[N:27]([C:29]3[CH:30]=[C:31]4[C:35](=[CH:36][CH:37]=3)[CH2:34][CH2:33][CH:32]4[CH3:38])[N:28]=[C:24]2[CH3:23])=[CH:8][CH:7]=[CH:6][C:5]=1[C:9]1[CH:14]=[CH:13][CH:12]=[C:11]([C:15]([OH:17])=[O:16])[CH:10]=1. The yield is 0.641. (4) The reactants are [OH:1][C@@:2]1([C:9]#[C:10][C:11]2[CH:12]=[C:13]([N:17]3[C:25]4[CH:24]=[CH:23][N:22]=[C:21]([NH:26][CH3:27])[C:20]=4[C:19]([C:28]([O:30]C)=O)=[N:18]3)[CH:14]=[CH:15][CH:16]=2)[CH2:6][CH2:5][N:4]([CH3:7])[C:3]1=[O:8].[NH3:32]. The catalyst is CO. The product is [OH:1][C@@:2]1([C:9]#[C:10][C:11]2[CH:12]=[C:13]([N:17]3[C:25]4[CH:24]=[CH:23][N:22]=[C:21]([NH:26][CH3:27])[C:20]=4[C:19]([C:28]([NH2:32])=[O:30])=[N:18]3)[CH:14]=[CH:15][CH:16]=2)[CH2:6][CH2:5][N:4]([CH3:7])[C:3]1=[O:8]. The yield is 0.320.